Predict the reaction yield, written as a fraction of the theoretical maximum amount of product (1.0 means a 100% yield; for example, 0.34 means a 34% yield). From a dataset of Reaction yield outcomes from USPTO patents with 853,638 reactions. (1) The yield is 0.900. The product is [CH:24]([O:26][CH2:27][CH2:28][O:29][NH:30][C:20]([C:10]1[C:9]([NH:8][C:5]2[CH:6]=[CH:7][C:2]([Br:1])=[CH:3][C:4]=2[Cl:23])=[C:18]([F:19])[C:13]2[N:14]=[CH:15][N:16]([CH3:17])[C:12]=2[CH:11]=1)=[O:22])=[CH2:25]. The reactants are [Br:1][C:2]1[CH:7]=[CH:6][C:5]([NH:8][C:9]2[C:10]([C:20]([OH:22])=O)=[CH:11][C:12]3[N:16]([CH3:17])[CH:15]=[N:14][C:13]=3[C:18]=2[F:19])=[C:4]([Cl:23])[CH:3]=1.[CH:24]([O:26][CH2:27][CH2:28][O:29][NH2:30])=[CH2:25].C1C=CC2N(O)N=NC=2C=1.C(N(CC)CC)C.CCN=C=NCCCN(C)C. The catalyst is CN(C)C=O.C(OCC)(=O)C. (2) The reactants are Br[CH2:2][CH2:3][CH:4]([S:9]([OH:12])(=[O:11])=[O:10])[C:5]([O:7][CH3:8])=[O:6].[N-:13]=[N+:14]=[N-:15].[Na+]. The catalyst is CN(C=O)C. The product is [N:13]([CH2:2][CH2:3][CH:4]([S:9]([OH:12])(=[O:11])=[O:10])[C:5]([O:7][CH3:8])=[O:6])=[N+:14]=[N-:15]. The yield is 0.950.